Dataset: Forward reaction prediction with 1.9M reactions from USPTO patents (1976-2016). Task: Predict the product of the given reaction. (1) Given the reactants O.Cl.[C:3]([C:7]1[CH:8]=[C:9]([C:18]2[O:19][CH:20]=[C:21]([CH2:23][CH2:24]OC3C=CC(CNCC)=CC=3)[N:22]=2)[CH:10]=[C:11]([C:14]([CH3:17])([CH3:16])[CH3:15])[C:12]=1[OH:13])([CH3:6])([CH3:5])[CH3:4].[C:14]([C:11]1[CH:10]=[C:9]([C:18]2[O:19][CH:20]=[C:21]([CH2:23][CH2:24]OC3C=CC(CNCC)=CC=3)[N:22]=2)[CH:8]=[C:7]([C:3]([CH3:4])([CH3:5])[CH3:6])[C:12]=1[OH:13])([CH3:15])([CH3:16])[CH3:17].Cl.[CH:70]([C:72]1[CH:73]=[C:74]([CH:77]=[CH:78][C:79]=1[OH:80])[CH:75]=[O:76])=[O:71].C1(P(C2C=CC=CC=2)C2C=CC=CC=2)C=CC=CC=1.N(C(OCC)=O)=NC(OCC)=O, predict the reaction product. The product is: [C:14]([C:11]1[CH:10]=[C:9]([C:18]2[O:19][CH:20]=[C:21]([CH2:23][CH2:24][O:80][C:79]3[CH:78]=[CH:77][C:74]([CH:75]=[O:76])=[CH:73][C:72]=3[CH:70]=[O:71])[N:22]=2)[CH:8]=[C:7]([C:3]([CH3:4])([CH3:5])[CH3:6])[C:12]=1[OH:13])([CH3:15])([CH3:16])[CH3:17]. (2) Given the reactants [OH:1][CH2:2][C@H:3]1[NH:7][C:6](=[O:8])[CH2:5][CH2:4]1.[CH2:9]1[CH2:14][O:13][CH:12]=[CH:11][CH2:10]1.CC1C=CC(S([O-])(=O)=O)=CC=1.C1C=C[NH+]=CC=1, predict the reaction product. The product is: [O:13]1[CH2:14][CH2:9][CH2:10][CH2:11][CH:12]1[O:1][CH2:2][C@H:3]1[NH:7][C:6](=[O:8])[CH2:5][CH2:4]1. (3) Given the reactants [C:1]([O:5][C:6]([NH:8][C:9]1[S:10][C@H:11]([C:27]2[C:28]([CH3:33])=[N:29][O:30][C:31]=2[CH3:32])[CH2:12][C@:13]([C:16]2[C:17]([F:26])=[CH:18][C:19]([F:25])=[C:20](B(O)O)[CH:21]=2)([CH3:15])[N:14]=1)=[O:7])([CH3:4])([CH3:3])[CH3:2].Br[C:35]1[CH:36]=[N:37][C:38]([F:41])=[N:39][CH:40]=1.O.C(=O)([O-])[O-].[Cs+].[Cs+], predict the reaction product. The product is: [F:26][C:17]1[CH:18]=[C:19]([F:25])[C:20]([C:35]2[CH:36]=[N:37][C:38]([F:41])=[N:39][CH:40]=2)=[CH:21][C:16]=1[C@:13]1([CH3:15])[CH2:12][C@@H:11]([C:27]2[C:28]([CH3:33])=[N:29][O:30][C:31]=2[CH3:32])[S:10][C:9]([NH:8][C:6](=[O:7])[O:5][C:1]([CH3:4])([CH3:3])[CH3:2])=[N:14]1. (4) Given the reactants [Cl:1][C:2]1[C:3]2[N:4]([C:16]([CH3:19])=[CH:17][CH:18]=2)[C:5]([C:8]([N:10]2[CH2:15][CH2:14][O:13][CH2:12][CH2:11]2)=[O:9])=[CH:6][N:7]=1.[F:20][C:21]1[CH:22]=[CH:23][C:24]([O:28][CH3:29])=[C:25]([CH:27]=1)[NH2:26], predict the reaction product. The product is: [ClH:1].[F:20][C:21]1[CH:22]=[CH:23][C:24]([O:28][CH3:29])=[C:25]([NH:26][C:2]2[C:3]3[N:4]([C:16]([CH3:19])=[CH:17][CH:18]=3)[C:5]([C:8]([N:10]3[CH2:15][CH2:14][O:13][CH2:12][CH2:11]3)=[O:9])=[CH:6][N:7]=2)[CH:27]=1.